From a dataset of TCR-epitope binding with 47,182 pairs between 192 epitopes and 23,139 TCRs. Binary Classification. Given a T-cell receptor sequence (or CDR3 region) and an epitope sequence, predict whether binding occurs between them. (1) The epitope is NLDSKVGGNY. The TCR CDR3 sequence is CASRPLAGALSSYNEQFF. Result: 0 (the TCR does not bind to the epitope). (2) Result: 1 (the TCR binds to the epitope). The epitope is KRWIILGLNK. The TCR CDR3 sequence is CASSFGQGYEQFF. (3) The epitope is KMQRMLLEK. The TCR CDR3 sequence is CSARGGSVFYEQYF. Result: 0 (the TCR does not bind to the epitope). (4) The epitope is IVTDFSVIK. The TCR CDR3 sequence is CASSQEQASNEQFF. Result: 1 (the TCR binds to the epitope). (5) The epitope is YFPLQSYGF. The TCR CDR3 sequence is CASSLDSPLWGDEKLFF. Result: 0 (the TCR does not bind to the epitope). (6) The epitope is LQPFPQPELPYPQPQ. The TCR CDR3 sequence is CASSETGQPQHF. Result: 0 (the TCR does not bind to the epitope). (7) The epitope is RAKFKQLL. Result: 0 (the TCR does not bind to the epitope). The TCR CDR3 sequence is CASSPTGGNQPQHF. (8) The epitope is TEKSNIIRGW. The TCR CDR3 sequence is CASSQETANYGYTF. Result: 0 (the TCR does not bind to the epitope).